From a dataset of Experimentally validated miRNA-target interactions with 360,000+ pairs, plus equal number of negative samples. Binary Classification. Given a miRNA mature sequence and a target amino acid sequence, predict their likelihood of interaction. (1) The miRNA is mmu-miR-1192 with sequence AAACAAACAAACAGACCAAAUU. The protein sequence of the target gene is MATSNLLKNKGSLQFEDKWDFMHPIVLKLLRQESVTKQQWFDLFSDVHAVCLWDDKGSSKIHQALKEDILEFIKQAQARVLSHQDDTALLKAYIVEWRKFFTQCDILPKPFCQLEVTLLGKQSSNKKSNMEDSIVRKLMLDTWNESIFSNIKNRLQDSAMKLVHAERLGEAFDSQLVIGVRESYVNLCSNPEDKLQIYRDNFEKAYLDSTERFYRTQAPSYLQQNGVQNYMKYADAKLKEEEKRALRYLETRRECNSVEALMECCVNALVTSFKETILAECQGMIKRNETEKLHLMFSLM.... Result: 1 (interaction). (2) The miRNA is hsa-miR-4517 with sequence AAAUAUGAUGAAACUCACAGCUGAG. The protein sequence of the target gene is MISSVCVSSYRGRKSGNKPPSKTCLKEEMAKGEASEKIIINVGGTRHETYRSTLRTLPGTRLAWLADPDGGGRPETDGGGVGSSGSSGGGGCEFFFDRHPGVFAYVLNYYRTGKLHCPADVCGPLFEEELTFWGIDETDVEPCCWMTYRQHRDAEEALDIFESPDGGGSGAGPSDEAGDDERELALQRLGPHEGGAGHGAGSGGCRGWQPRMWALFEDPYSSRAARVVAFASLFFILVSITTFCLETHEAFNIDRNVTEILRVGNITSVHFRREVETEPILTYIEGVCVLWFTLEFLVRI.... Result: 1 (interaction). (3) The miRNA is hsa-miR-6511b-3p with sequence CCUCACCACCCCUUCUGCCUGCA. The protein sequence of the target gene is MIAAQAKLVYHLNKYYNEKCQARKAAIAKTIREVCKVVSDVLKEVEVQEPRFISSLNEMDNRYEGLEVISPTEFEVVLYLNQMGVFNFVDDGSLPGCAVLKLSDGRKRSMSLWVEFITASGYLSARKIRSRFQTLVAQAVDKCSYRDVVKMVADTSEVKLRIRDRYVVQITPAFKCTGIWPRSAAHWPLPHIPWPGPNRVAEVKAEGFNLLSKECHSLAGKQSSAESDAWVLQFAEAENRLQMGGCRKKCLSILKTLRDRHLELPGQPLNNYHMKTLVSYECEKHPRESDWDESCLGDRL.... Result: 0 (no interaction). (4) The miRNA is rno-miR-324-5p with sequence CGCAUCCCCUAGGGCAUUGGUGU. The protein sequence of the target gene is MATVGAPRHFCRCACFCTDNLYVARYGLHVRFRGEQQLRRDYGPILRSRGCVSAKDFQQLLAELEQEVERRQRLGQESAARKALIASSYHPARPEVYDSLQDAALAPEFLAVTEYSVSPDADLKGLLQRLETVSEEKRIYRVPVFTAPFCQALLEELEHFEQSDMPKGRPNTMNNYGVLLHELGLDEPLMTPLRERFLQPLMALLYPDCGGGRLDSHRAFVVKYAPGQDLELGCHYDNAELTLNVALGKVFTGGALYFGGLFQAPTALTEPLEVEHVVGQGVLHRGGQLHGARPLGTGER.... Result: 0 (no interaction). (5) The miRNA is hsa-miR-6070 with sequence CCGGUUCCAGUCCCUGGAG. The protein sequence of the target gene is MRRFKRKHLTAIDCQHLARSHLAVTQPFGQRWTNRDPNHGLYPKPRTKRGSRGQGSQRCIPEFFLAGKQPCTNDMAKSNSVGQDSCQDSEGDMIFPAESSCALPQEGSAGPGSPGSAPPSRKRSWSSEEESNQATGTSRWDGVSKKAPRHHLSVPCTRPREARQEAEDSTSRLSAESGETDQDAGDVGPDPIPDSYYGLLGTLPCQEALSHICSLPSEVLRHVFAFLPVEDLYWNLSLVCHLWREIISDPLFIPWKKLYHRYLMNEEQAVSKVDGILSNCGIEKESDLCVLNLIRYTATT.... Result: 0 (no interaction). (6) The miRNA is mmu-miR-369-3p with sequence AAUAAUACAUGGUUGAUCUUU. The protein sequence of the target gene is MYLLPLPAAARVALRRLGVRGLWDRGLSTADMTKGLVLGIYAKDKDDDLPQFTSAGESFNKLVSGKLREMLNISGPPLKAGKTRTFYGLHQDFPSVVVVGLGKRSAGVDDQENWHEGKENIRAAVAAGCRQVQDLELPSVEVDPCGDAQAAAEGAVLGLYEYDDLKQKKKVAVSAKLHGSGDLEAWEKGVLFASGQNLARHLMESPANEMTPTRFAEIIEKNLKSASSKTKVHIRPKSWIEEQEMGSFLSVAKGSEEPPVFLEIHYMGSPNATEAPLVFVGKGITFDSGGISIKASANMD.... Result: 0 (no interaction). (7) The miRNA is mmu-miR-200b-3p with sequence UAAUACUGCCUGGUAAUGAUGA. The protein sequence of the target gene is MEVSRRKTPPRPPYPAAPLPLIAYLLALAAPARGADEPVWRSEQAIGAIAASRADGVFVASGSCLDQLDYSLKNRLSRLYRDQAGNCTEPVSLAPPARPRPGSSFSKLLLPYREGATGLEGLLLTGWTFDRGACEVRPLGNLNRSSLRNGTEVVSCHPQGSTAGVVYRASGTDLWYLAVAATYVLPEPETANRCNPAASDRDTAIALKNTEGRSLATQELGRLKLRGSAGSLHFVDAFLWNGSVYFPYYPYNYTSGAATGWPSMARIAQSTEVLFQGQAALDCDHGHPEGRRLLLSSSLV.... Result: 1 (interaction).